This data is from NCI-60 drug combinations with 297,098 pairs across 59 cell lines. The task is: Regression. Given two drug SMILES strings and cell line genomic features, predict the synergy score measuring deviation from expected non-interaction effect. (1) Drug 1: CC(C)(C#N)C1=CC(=CC(=C1)CN2C=NC=N2)C(C)(C)C#N. Drug 2: C1CNP(=O)(OC1)N(CCCl)CCCl. Cell line: IGROV1. Synergy scores: CSS=-5.97, Synergy_ZIP=2.84, Synergy_Bliss=0.421, Synergy_Loewe=-2.72, Synergy_HSA=-2.84. (2) Drug 1: C#CCC(CC1=CN=C2C(=N1)C(=NC(=N2)N)N)C3=CC=C(C=C3)C(=O)NC(CCC(=O)O)C(=O)O. Drug 2: CC(C)CN1C=NC2=C1C3=CC=CC=C3N=C2N. Cell line: U251. Synergy scores: CSS=-2.16, Synergy_ZIP=-0.0851, Synergy_Bliss=-4.18, Synergy_Loewe=-0.670, Synergy_HSA=-6.01. (3) Drug 1: CC12CCC(CC1=CCC3C2CCC4(C3CC=C4C5=CN=CC=C5)C)O. Drug 2: CNC(=O)C1=NC=CC(=C1)OC2=CC=C(C=C2)NC(=O)NC3=CC(=C(C=C3)Cl)C(F)(F)F. Cell line: HCC-2998. Synergy scores: CSS=-1.25, Synergy_ZIP=-5.33, Synergy_Bliss=-0.212, Synergy_Loewe=-11.3, Synergy_HSA=-5.83. (4) Drug 1: CNC(=O)C1=CC=CC=C1SC2=CC3=C(C=C2)C(=NN3)C=CC4=CC=CC=N4. Drug 2: CN1C2=C(C=C(C=C2)N(CCCl)CCCl)N=C1CCCC(=O)O.Cl. Cell line: UACC-257. Synergy scores: CSS=-0.769, Synergy_ZIP=2.02, Synergy_Bliss=2.20, Synergy_Loewe=-2.71, Synergy_HSA=-1.30. (5) Drug 1: CC1=C(C(=O)C2=C(C1=O)N3CC4C(C3(C2COC(=O)N)OC)N4)N. Drug 2: C1CC(C1)(C2=CC=C(C=C2)C3=C(C=C4C(=N3)C=CN5C4=NNC5=O)C6=CC=CC=C6)N. Cell line: HCT116. Synergy scores: CSS=44.1, Synergy_ZIP=4.41, Synergy_Bliss=3.36, Synergy_Loewe=-0.776, Synergy_HSA=4.77. (6) Drug 1: C1=C(C(=O)NC(=O)N1)F. Drug 2: C1=NC2=C(N1)C(=S)N=CN2. Cell line: NCIH23. Synergy scores: CSS=34.8, Synergy_ZIP=-19.9, Synergy_Bliss=-21.5, Synergy_Loewe=-16.6, Synergy_HSA=-15.4.